From a dataset of Forward reaction prediction with 1.9M reactions from USPTO patents (1976-2016). Predict the product of the given reaction. (1) Given the reactants [F:1][C:2]([F:35])([F:34])[C:3]([C:9]1[CH:10]=[C:11]2[C:15](=[CH:16][CH:17]=1)[N:14]([CH2:18][C:19]1[N:20]=[C:21]([CH:25]=[CH:26][C:27]3[CH:32]=[CH:31][CH:30]=[CH:29][CH:28]=3)[O:22][C:23]=1[CH3:24])[CH:13]([CH3:33])[CH2:12]2)([OH:8])[C:4]([F:7])([F:6])[F:5], predict the reaction product. The product is: [F:6][C:4]([F:5])([F:7])[C:3]([C:9]1[CH:10]=[C:11]2[C:15](=[CH:16][CH:17]=1)[N:14]([CH2:18][C:19]1[N:20]=[C:21]([CH2:25][CH2:26][C:27]3[CH:28]=[CH:29][CH:30]=[CH:31][CH:32]=3)[O:22][C:23]=1[CH3:24])[CH:13]([CH3:33])[CH2:12]2)([OH:8])[C:2]([F:35])([F:34])[F:1]. (2) Given the reactants ClC1C=CC(C2CC2)=CC=1C(NC(=O)[NH:8][C:9]1[S:10][C:11]2[CH:17]=[C:16]([S:18]([CH3:21])(=[O:20])=[O:19])[CH:15]=[CH:14][C:12]=2[N:13]=1)=O.C1C=C(Cl)[CH:33]=[C:32]([C:37](OO)=O)[CH:31]=1.[C:41](=[O:44])(O)[O-:42].[Na+], predict the reaction product. The product is: [NH2:8][C:9]1[S:10][C:11]2[CH:17]=[C:16]([S:18]([CH:21]3[CH2:11][CH2:12][N:13]([C:41]([O:42][C:32]([CH3:31])([CH3:33])[CH3:37])=[O:44])[CH2:9]3)(=[O:19])=[O:20])[CH:15]=[CH:14][C:12]=2[N:13]=1. (3) Given the reactants [F:1][C:2]1[CH:14]=[CH:13][C:5]([CH2:6][N:7]2[CH2:12][CH2:11][CH2:10][CH2:9][CH2:8]2)=[CH:4][CH:3]=1.[Li+].C[Si]([N-][Si](C)(C)C)(C)C.[C:25]1([S:31](OC)=[O:32])[CH:30]=[CH:29][CH:28]=[CH:27][CH:26]=1.C1C[O:38]CC1, predict the reaction product. The product is: [F:1][C:2]1[CH:14]=[CH:13][C:5]([CH2:6][N:7]2[CH2:12][CH2:11][CH2:10][CH:9]([S:31]([C:25]3[CH:30]=[CH:29][CH:28]=[CH:27][CH:26]=3)=[O:32])[C:8]2=[O:38])=[CH:4][CH:3]=1.